This data is from Reaction yield outcomes from USPTO patents with 853,638 reactions. The task is: Predict the reaction yield, written as a fraction of the theoretical maximum amount of product (1.0 means a 100% yield; for example, 0.34 means a 34% yield). The reactants are [NH2:1][C:2]1[C:17]([C:18]([F:21])([F:20])[F:19])=[CH:16][CH:15]=[CH:14][C:3]=1[C:4]([NH:6][C:7]1[CH:12]=[CH:11][CH:10]=[CH:9][C:8]=1[Cl:13])=[O:5].[Cl:22][CH2:23][C:24](Cl)=O. The catalyst is C(O)(=O)C. The product is [Cl:22][CH2:23][C:24]1[N:6]([C:7]2[CH:12]=[CH:11][CH:10]=[CH:9][C:8]=2[Cl:13])[C:4](=[O:5])[C:3]2[C:2](=[C:17]([C:18]([F:21])([F:19])[F:20])[CH:16]=[CH:15][CH:14]=2)[N:1]=1. The yield is 0.610.